This data is from Forward reaction prediction with 1.9M reactions from USPTO patents (1976-2016). The task is: Predict the product of the given reaction. (1) Given the reactants [O:1]1[CH2:6][CH2:5][CH:4]([CH2:7][C:8](Cl)=[O:9])[CH2:3][CH2:2]1.[NH4+:11].[OH-], predict the reaction product. The product is: [O:1]1[CH2:6][CH2:5][CH:4]([CH2:7][C:8]([NH2:11])=[O:9])[CH2:3][CH2:2]1. (2) Given the reactants [Cl:1][C:2]1[CH:7]=[CH:6][C:5]([C:8]2[O:12][C:11]([NH:13][C:14]3[C:23]4[CH2:22][C:21]([O:24]CC)=[CH:20][CH2:19][C:18]=4[CH:17]=[CH:16][CH:15]=3)=[N:10][CH:9]=2)=[CH:4][CH:3]=1.C(OC1CC2C(NC3OC(C4C=CC(C(F)(F)F)=CC=4)=CN=3)=CC=CC=2CC=1)C, predict the reaction product. The product is: [Cl:1][C:2]1[CH:7]=[CH:6][C:5]([C:8]2[O:12][C:11]([NH:13][C:14]3[CH:15]=[CH:16][CH:17]=[C:18]4[C:23]=3[CH2:22][C:21](=[O:24])[CH2:20][CH2:19]4)=[N:10][CH:9]=2)=[CH:4][CH:3]=1. (3) Given the reactants CC1C(C2CCCC(C3C(C)=CC=CN=3)N2)=NC=CC=1.[CH3:21][O:22][C:23](=[O:32])[C:24]1[CH:29]=[CH:28][C:27](CBr)=[CH:26][CH:25]=1.CCN(C(C)C)C(C)C, predict the reaction product. The product is: [CH3:21][O:22][C:23](=[O:32])[C:24]1[CH:29]=[CH:28][CH:27]=[CH:26][CH:25]=1. (4) Given the reactants [P].[C:2]1([C:4](=[CH:6][CH:7]=[CH:8][CH:9]=1)[OH:5])[OH:3].[CH3:10]O, predict the reaction product. The product is: [C:4]1([O:5][CH3:10])[C:2](=[CH:9][CH:8]=[CH:7][CH:6]=1)[OH:3]. (5) Given the reactants [C:1]([O:5][C:6](=[O:20])[CH2:7][CH2:8][S:9][CH2:10][C:11]1[CH:12]=[C:13]([CH:17]=[CH:18][CH:19]=1)[C:14]([OH:16])=O)([CH3:4])([CH3:3])[CH3:2].CCN=C=NCCCN(C)C.Cl.[NH2:33][C:34]1[CH:56]=[CH:55][C:54]([N:57]2[CH2:62][CH2:61][CH2:60][CH2:59][CH2:58]2)=[CH:53][C:35]=1[C:36]([NH:38][C:39]1[N:44]=[CH:43][C:42]([C:45]2[CH:50]=[CH:49][C:48]([CH3:51])=[C:47]([CH3:52])[CH:46]=2)=[CH:41][N:40]=1)=[O:37], predict the reaction product. The product is: [CH3:52][C:47]1[CH:46]=[C:45]([C:42]2[CH:41]=[N:40][C:39]([NH:38][C:36]([C:35]3[CH:53]=[C:54]([N:57]4[CH2:62][CH2:61][CH2:60][CH2:59][CH2:58]4)[CH:55]=[CH:56][C:34]=3[NH:33][C:14]([C:13]3[CH:12]=[C:11]([CH:19]=[CH:18][CH:17]=3)[CH2:10][S:9][CH2:8][CH2:7][C:6]([O:5][C:1]([CH3:2])([CH3:3])[CH3:4])=[O:20])=[O:16])=[O:37])=[N:44][CH:43]=2)[CH:50]=[CH:49][C:48]=1[CH3:51]. (6) Given the reactants C(N(CC)CC)C.[NH2:8][CH2:9][C:10]([C:13]1[CH:18]=[CH:17][C:16]([NH:19][C:20](=[O:31])[C:21]2[CH:26]=[CH:25][C:24]([O:27][CH3:28])=[C:23]([O:29][CH3:30])[CH:22]=2)=[CH:15][CH:14]=1)([CH3:12])[CH3:11].[C:32](Cl)(=[O:34])[CH3:33], predict the reaction product. The product is: [C:32]([NH:8][CH2:9][C:10]([C:13]1[CH:14]=[CH:15][C:16]([NH:19][C:20](=[O:31])[C:21]2[CH:26]=[CH:25][C:24]([O:27][CH3:28])=[C:23]([O:29][CH3:30])[CH:22]=2)=[CH:17][CH:18]=1)([CH3:12])[CH3:11])(=[O:34])[CH3:33]. (7) Given the reactants [Cl:1][C:2]1[C:10]2[N:9]=[C:8]([O:11][C:12]3[C:17]([CH3:18])=[CH:16][C:15]([Cl:19])=[CH:14][C:13]=3[Cl:20])[N:7]([CH3:21])[C:6]=2[C:5]([CH:22]([CH2:26][CH3:27])[CH2:23][CH:24]=[O:25])=[CH:4][CH:3]=1.P([O-])(O)(O)=[O:29].[Na+].Cl([O-])=O.[Na+].Cl, predict the reaction product. The product is: [Cl:1][C:2]1[C:10]2[N:9]=[C:8]([O:11][C:12]3[C:17]([CH3:18])=[CH:16][C:15]([Cl:19])=[CH:14][C:13]=3[Cl:20])[N:7]([CH3:21])[C:6]=2[C:5]([CH:22]([CH2:26][CH3:27])[CH2:23][C:24]([OH:29])=[O:25])=[CH:4][CH:3]=1. (8) Given the reactants [CH3:1][C:2]1[CH:7]=[C:6]([O:8][CH2:9][CH2:10][S:11]([CH3:13])=[O:12])[CH:5]=[C:4]([CH3:14])[C:3]=1[C:15]1[CH:23]=[CH:22][C:21]([F:24])=[C:20]2[C:16]=1[CH2:17][CH2:18][C@H:19]2[O:25][C:26]1[CH:38]=[CH:37][C:29]2[C@H:30]([CH2:33][C:34]([OH:36])=[O:35])[CH2:31][O:32][C:28]=2[CH:27]=1.[K].[OH:40]OS([O-])=O.[K+], predict the reaction product. The product is: [CH3:14][C:4]1[CH:5]=[C:6]([O:8][CH2:9][CH2:10][S:11]([CH3:13])(=[O:40])=[O:12])[CH:7]=[C:2]([CH3:1])[C:3]=1[C:15]1[CH:23]=[CH:22][C:21]([F:24])=[C:20]2[C:16]=1[CH2:17][CH2:18][C@H:19]2[O:25][C:26]1[CH:38]=[CH:37][C:29]2[C@H:30]([CH2:33][C:34]([OH:36])=[O:35])[CH2:31][O:32][C:28]=2[CH:27]=1. (9) The product is: [I:1][C:2]1[CH:10]=[CH:9][C:5]([C:6]([N:12]([CH3:13])[CH3:11])=[O:7])=[CH:4][CH:3]=1. Given the reactants [I:1][C:2]1[CH:10]=[CH:9][C:5]([C:6](O)=[O:7])=[CH:4][CH:3]=1.[CH3:11][N:12](C(ON1N=NC2C=CC=NC1=2)=[N+](C)C)[CH3:13].F[P-](F)(F)(F)(F)F.CCN(C(C)C)C(C)C.Cl.CNC, predict the reaction product.